This data is from Full USPTO retrosynthesis dataset with 1.9M reactions from patents (1976-2016). The task is: Predict the reactants needed to synthesize the given product. (1) Given the product [CH3:12][N:10]([CH3:11])[CH:6]([N:7]([CH3:8])[CH3:9])[CH:15]([O:14][CH3:13])[C:16]#[N:17], predict the reactants needed to synthesize it. The reactants are: C(O[CH:6]([N:10]([CH3:12])[CH3:11])[N:7]([CH3:9])[CH3:8])(C)(C)C.[CH3:13][O:14][CH2:15][C:16]#[N:17]. (2) The reactants are: [CH:1]1([C:7]2[CH:13]=[CH:12][C:10]([NH2:11])=[CH:9][CH:8]=2)[CH2:6][CH2:5][CH2:4][CH2:3][CH2:2]1.[N:14]([O-])=O.[Na+].C([O-])(=O)C.[Na+].[C:23]([CH2:26][C:27](=[O:29])[CH3:28])(=[O:25])[CH3:24]. Given the product [CH:1]1([C:7]2[CH:8]=[CH:9][C:10]([NH:11][N:14]=[C:26]([C:27](=[O:29])[CH3:28])[C:23](=[O:25])[CH3:24])=[CH:12][CH:13]=2)[CH2:2][CH2:3][CH2:4][CH2:5][CH2:6]1, predict the reactants needed to synthesize it. (3) The reactants are: [NH2:1][C:2]1[C:7]([Cl:8])=[C:6]([CH3:9])[N:5]=[C:4]([CH3:10])[N:3]=1.[CH2:11]([O:18][C:19]1[CH:26]=[CH:25][C:22]([CH2:23]Cl)=[CH:21][C:20]=1[O:27][CH3:28])[C:12]1[CH:17]=[CH:16][CH:15]=[CH:14][CH:13]=1.[H-].[Na+]. Given the product [CH2:11]([O:18][C:19]1[CH:26]=[CH:25][C:22]([CH2:23][NH:1][C:2]2[C:7]([Cl:8])=[C:6]([CH3:9])[N:5]=[C:4]([CH3:10])[N:3]=2)=[CH:21][C:20]=1[O:27][CH3:28])[C:12]1[CH:13]=[CH:14][CH:15]=[CH:16][CH:17]=1, predict the reactants needed to synthesize it. (4) The reactants are: [Br:1][C:2]1[CH:7]=[CH:6][C:5]([OH:8])=[CH:4][C:3]=1[O:9][CH3:10].[C:11]1(B(O)O)[CH:16]=[CH:15][CH:14]=[CH:13][CH:12]=1. Given the product [Br:1][C:2]1[CH:7]=[CH:6][C:5]([O:8][C:11]2[CH:16]=[CH:15][CH:14]=[CH:13][CH:12]=2)=[CH:4][C:3]=1[O:9][CH3:10], predict the reactants needed to synthesize it. (5) Given the product [CH2:15]([N:22]1[CH:4]=[C:5]([C:6]([O:8][CH3:9])=[O:7])[C:10]([CH3:11])=[N:23]1)[C:16]1[CH:21]=[CH:20][CH:19]=[CH:18][CH:17]=1, predict the reactants needed to synthesize it. The reactants are: CN(/[CH:4]=[C:5](/[C:10](=O)[CH3:11])\[C:6]([O:8][CH3:9])=[O:7])C.Cl.Cl.[CH2:15]([NH:22][NH2:23])[C:16]1[CH:21]=[CH:20][CH:19]=[CH:18][CH:17]=1. (6) Given the product [NH2:23][C@H:20]1[CH2:21][CH2:22][C@H:17]([NH:16][C:15]2[C:14]3[C:9](=[CH:10][CH:11]=[C:12]([C:31]4[CH:36]=[C:35]([F:37])[C:34]([OH:38])=[C:33]([Cl:39])[CH:32]=4)[CH:13]=3)[N:8]=[CH:7][C:6]=2[C:1](=[O:5])[CH2:2][CH2:3][CH3:4])[CH2:18][CH2:19]1, predict the reactants needed to synthesize it. The reactants are: [C:1]([C:6]1[CH:7]=[N:8][C:9]2[C:14]([C:15]=1[NH:16][C@H:17]1[CH2:22][CH2:21][C@H:20]([NH:23]C(=O)OC(C)(C)C)[CH2:19][CH2:18]1)=[CH:13][C:12]([C:31]1[CH:36]=[C:35]([F:37])[C:34]([OH:38])=[C:33]([Cl:39])[CH:32]=1)=[CH:11][CH:10]=2)(=[O:5])[CH2:2][CH2:3][CH3:4].O.Cl.